Dataset: Full USPTO retrosynthesis dataset with 1.9M reactions from patents (1976-2016). Task: Predict the reactants needed to synthesize the given product. Given the product [CH3:19][C:20]1[CH:21]=[C:22]([CH2:26][NH:1][C@H:2]2[CH2:6][CH2:5][N:4]([C:7]3[C:12]([C:13]([O:15][CH:16]([CH3:18])[CH3:17])=[O:14])=[CH:11][CH:10]=[CH:9][N:8]=3)[CH2:3]2)[S:23][C:24]=1[CH3:25], predict the reactants needed to synthesize it. The reactants are: [NH2:1][C@H:2]1[CH2:6][CH2:5][N:4]([C:7]2[C:12]([C:13]([O:15][CH:16]([CH3:18])[CH3:17])=[O:14])=[CH:11][CH:10]=[CH:9][N:8]=2)[CH2:3]1.[CH3:19][C:20]1[CH:21]=[C:22]([CH:26]=O)[S:23][C:24]=1[CH3:25].[BH-](OC(C)=O)(OC(C)=O)OC(C)=O.[Na+].